This data is from Catalyst prediction with 721,799 reactions and 888 catalyst types from USPTO. The task is: Predict which catalyst facilitates the given reaction. Reactant: [CH3:1][O:2][C:3]1[CH:4]=[C:5]([CH:9]=[C:10]([N+:12]([O-])=O)[CH:11]=1)[C:6]([OH:8])=[O:7]. Product: [NH2:12][C:10]1[CH:9]=[C:5]([CH:4]=[C:3]([O:2][CH3:1])[CH:11]=1)[C:6]([OH:8])=[O:7]. The catalyst class is: 8.